From a dataset of Reaction yield outcomes from USPTO patents with 853,638 reactions. Predict the reaction yield, written as a fraction of the theoretical maximum amount of product (1.0 means a 100% yield; for example, 0.34 means a 34% yield). (1) The reactants are C([O:4][CH2:5][CH:6]([CH3:50])[C:7]([NH:9][C:10]1[CH:15]=[CH:14][C:13]([C:16]2[S:39][C:19]3[N:20]([CH2:30][C:31]4[C:36]([F:37])=[CH:35][CH:34]=[CH:33][C:32]=4[F:38])[CH:21]=[C:22]([C:25](=[O:29])[CH:26]([CH3:28])[CH3:27])[C:23](=[O:24])[C:18]=3[C:17]=2[CH2:40][N:41]([CH2:43][C:44]2[CH:49]=[CH:48][CH:47]=[CH:46][CH:45]=2)[CH3:42])=[CH:12][CH:11]=1)=[O:8])(=O)C.C(=O)([O-])[O-].[K+].[K+]. The catalyst is CO. The product is [CH2:43]([N:41]([CH2:40][C:17]1[C:18]2[C:23](=[O:24])[C:22]([C:25](=[O:29])[CH:26]([CH3:28])[CH3:27])=[CH:21][N:20]([CH2:30][C:31]3[C:32]([F:38])=[CH:33][CH:34]=[CH:35][C:36]=3[F:37])[C:19]=2[S:39][C:16]=1[C:13]1[CH:12]=[CH:11][C:10]([NH:9][C:7](=[O:8])[CH:6]([CH3:50])[CH2:5][OH:4])=[CH:15][CH:14]=1)[CH3:42])[C:44]1[CH:49]=[CH:48][CH:47]=[CH:46][CH:45]=1. The yield is 0.720. (2) The reactants are [NH2:1][C:2]1[O:6][C:5]([C@@H:7]2[CH2:13][CH2:12][C@@H:11]3[CH2:14][N:8]2[C:9](=[O:23])[N:10]3[O:15][CH2:16][C:17]2[CH:22]=[CH:21][CH:20]=[CH:19][CH:18]=2)=[N:4][N:3]=1.[CH3:24][C:25]([O:28][C:29](O[C:29]([O:28][C:25]([CH3:27])([CH3:26])[CH3:24])=[O:30])=[O:30])([CH3:27])[CH3:26].C(N(CC)CC)C. The catalyst is CN(C)C1C=CN=CC=1.CN(C=O)C. The product is [CH2:16]([O:15][N:10]1[C:9](=[O:23])[N:8]2[CH2:14][C@H:11]1[CH2:12][CH2:13][C@H:7]2[C:5]1[O:6][C:2]([NH:1][C:29](=[O:30])[O:28][C:25]([CH3:27])([CH3:26])[CH3:24])=[N:3][N:4]=1)[C:17]1[CH:22]=[CH:21][CH:20]=[CH:19][CH:18]=1. The yield is 0.607.